Task: Predict which catalyst facilitates the given reaction.. Dataset: Catalyst prediction with 721,799 reactions and 888 catalyst types from USPTO (1) Reactant: [N:1]1([C:7]([O:9][C:10]([CH3:13])([CH3:12])[CH3:11])=[O:8])[CH2:6][CH2:5][NH:4][CH2:3][CH2:2]1.[CH:14]1([CH2:17][NH:18][C:19](=[O:30])[NH:20][C:21]2[CH:29]=[CH:28][C:24]([C:25](O)=[O:26])=[CH:23][CH:22]=2)[CH2:16][CH2:15]1.C(N(CC)CC)C.C(=O)([O-])O.[Na+]. Product: [CH:14]1([CH2:17][NH:18][C:19](=[O:30])[NH:20][C:21]2[CH:22]=[CH:23][C:24]([C:25]([N:4]3[CH2:5][CH2:6][N:1]([C:7]([O:9][C:10]([CH3:13])([CH3:12])[CH3:11])=[O:8])[CH2:2][CH2:3]3)=[O:26])=[CH:28][CH:29]=2)[CH2:16][CH2:15]1. The catalyst class is: 4. (2) Reactant: Br[C:2]1[CH:3]=[C:4]([CH:9]=[C:10]([C:12]([N:14]2[CH2:18][CH2:17][CH2:16][C@@H:15]2[CH2:19][O:20][CH3:21])=[O:13])[CH:11]=1)[C:5]([O:7]C)=[O:6].BrC1C=C(C=C(C(OC)=O)C=1)C(O)=O.CCN(C(C)C)C(C)C.CN(C(ON1N=NC2C=CC=NC1=2)=[N+](C)C)C.F[P-](F)(F)(F)(F)F.C[O:70][CH2:71][C@H:72]1CC[CH2:74][NH:73]1. The catalyst class is: 4. Product: [CH3:21][O:20][CH2:19][C@H:15]1[CH2:16][CH2:17][CH2:18][N:14]1[C:12]([C:10]1[CH:9]=[C:4]([CH:3]=[C:2]([C:74]2[O:70][CH:71]=[CH:72][N:73]=2)[CH:11]=1)[C:5]([OH:7])=[O:6])=[O:13]. (3) Reactant: Br[C:2]1[CH:3]=[CH:4][C:5]([N:15]2[CH2:20][CH2:19][CH:18]([CH3:21])[CH2:17][CH2:16]2)=[C:6](/[CH:8]=[CH:9]/[C:10]([O:12][CH2:13][CH3:14])=[O:11])[CH:7]=1.[CH2:22]([O:26][CH2:27][CH2:28][O:29][C:30]1[CH:35]=[CH:34][C:33](OB(O)O)=[CH:32][CH:31]=1)[CH2:23][CH2:24][CH3:25].C(=O)([O-])[O-].[K+].[K+]. Product: [CH2:22]([O:26][CH2:27][CH2:28][O:29][C:30]1[CH:31]=[CH:32][C:33]([C:2]2[CH:3]=[CH:4][C:5]([N:15]3[CH2:20][CH2:19][CH:18]([CH3:21])[CH2:17][CH2:16]3)=[C:6](/[CH:8]=[CH:9]/[C:10]([O:12][CH2:13][CH3:14])=[O:11])[CH:7]=2)=[CH:34][CH:35]=1)[CH2:23][CH2:24][CH3:25]. The catalyst class is: 460. (4) Reactant: [F:1][C:2]1[CH:7]=[CH:6][C:5]([C:8]2[CH:13]=[CH:12][CH:11]=[C:10]([F:14])[CH:9]=2)=[CH:4][C:3]=1[CH2:15][NH:16][C:17]1[CH:22]=[CH:21][CH:20]=[C:19]([O:23]C)[CH:18]=1.B(Br)(Br)Br. Product: [F:1][C:2]1[CH:7]=[CH:6][C:5]([C:8]2[CH:13]=[CH:12][CH:11]=[C:10]([F:14])[CH:9]=2)=[CH:4][C:3]=1[CH2:15][NH:16][C:17]1[CH:18]=[C:19]([OH:23])[CH:20]=[CH:21][CH:22]=1. The catalyst class is: 2. (5) Reactant: C1(C)C=CC(S(O)(=O)=O)=CC=1.[CH2:12]([O:19][CH2:20][CH:21]1[CH2:24][C:23](=[O:25])[CH2:22]1)[C:13]1[CH:18]=[CH:17][CH:16]=[CH:15][CH:14]=1.[CH2:26](O)[CH2:27][OH:28].O. Product: [CH2:12]([O:19][CH2:20][CH:21]1[CH2:24][C:23]2([O:28][CH2:27][CH2:26][O:25]2)[CH2:22]1)[C:13]1[CH:18]=[CH:17][CH:16]=[CH:15][CH:14]=1. The catalyst class is: 48. (6) Reactant: [Br:1][C:2]1[C:11]2[C:6](=[CH:7][C:8]([O:12][CH3:13])=[CH:9][CH:10]=2)[CH:5]=[CH:4][C:3]=1[OH:14].C(=O)([O-])[O-].[K+].[K+].[CH2:21](Br)[C:22]1[CH:27]=[CH:26][CH:25]=[CH:24][CH:23]=1. Product: [CH2:21]([O:14][C:3]1[CH:4]=[CH:5][C:6]2[C:11](=[CH:10][CH:9]=[C:8]([O:12][CH3:13])[CH:7]=2)[C:2]=1[Br:1])[C:22]1[CH:27]=[CH:26][CH:25]=[CH:24][CH:23]=1. The catalyst class is: 3. (7) Reactant: C(OC([N:8]1[CH2:13][CH2:12][N:11]([C:14]2[CH:19]=[N:18][C:17]([C:20](=[O:22])[NH2:21])=[CH:16][N:15]=2)[CH2:10][CH2:9]1)=O)(C)(C)C.[ClH:23]. Product: [ClH:23].[N:11]1([C:14]2[CH:19]=[N:18][C:17]([C:20]([NH2:21])=[O:22])=[CH:16][N:15]=2)[CH2:12][CH2:13][NH:8][CH2:9][CH2:10]1. The catalyst class is: 12.